From a dataset of Reaction yield outcomes from USPTO patents with 853,638 reactions. Predict the reaction yield, written as a fraction of the theoretical maximum amount of product (1.0 means a 100% yield; for example, 0.34 means a 34% yield). The catalyst is CC(C)=O. The yield is 0.527. The product is [F:1][C:2]([F:7])([F:6])[C:3]([OH:5])=[O:4].[F:8][C:9]([F:14])([F:13])[C:10]([OH:12])=[O:11].[F:15][C:16]([F:21])([F:20])[C:17]([OH:19])=[O:18].[CH:2]([N:55]1[CH2:54][CH2:53][N:52]([C:43]2([CH2:42][NH:41][C:39](=[O:40])[C:38]3[CH:37]=[CH:36][C:35]([O:34][CH2:33][C:31]4[C:30]5[C:25](=[CH:26][CH:27]=[CH:28][CH:29]=5)[N:24]=[C:23]([CH3:22])[CH:32]=4)=[CH:59][CH:58]=3)[C:44](=[O:51])[NH:45][C:46](=[O:50])[NH:47][C:48]2=[O:49])[CH2:57][CH2:56]1)([CH3:3])[CH3:9]. The reactants are [F:1][C:2]([F:7])([F:6])[C:3]([OH:5])=[O:4].[F:8][C:9]([F:14])([F:13])[C:10]([OH:12])=[O:11].[F:15][C:16]([F:21])([F:20])[C:17]([OH:19])=[O:18].[CH3:22][C:23]1[CH:32]=[C:31]([CH2:33][O:34][C:35]2[CH:59]=[CH:58][C:38]([C:39]([NH:41][CH2:42][C:43]3([N:52]4[CH2:57][CH2:56][NH:55][CH2:54][CH2:53]4)[C:48](=[O:49])[NH:47][C:46](=[O:50])[NH:45][C:44]3=[O:51])=[O:40])=[CH:37][CH:36]=2)[C:30]2[C:25](=[CH:26][CH:27]=[CH:28][CH:29]=2)[N:24]=1.